Task: Predict the reactants needed to synthesize the given product.. Dataset: Full USPTO retrosynthesis dataset with 1.9M reactions from patents (1976-2016) (1) Given the product [C:1]([NH:4][CH:5]1[CH2:10][CH2:9][NH:8][CH2:7][C:6]1([CH3:19])[CH3:18])(=[O:3])[CH3:2], predict the reactants needed to synthesize it. The reactants are: [C:1]([NH:4][CH:5]1[CH2:10][CH2:9][N:8](CC2C=CC=CC=2)[CH2:7][C:6]1([CH3:19])[CH3:18])(=[O:3])[CH3:2]. (2) Given the product [F:1][C:2]1[CH:3]=[C:4]([C:8]2[CH:12]=[C:11]([NH:13][C:14](=[O:40])[O:15][CH2:16][C@@H:17]([N:26]([CH3:39])[C:27]([NH:29][CH2:30][C:31]3[CH:36]=[CH:35][CH:34]=[C:33]([F:37])[C:32]=3[Cl:38])=[O:28])[CH2:18][C:19]([F:24])([F:25])[CH2:20][NH2:21])[O:10][N:9]=2)[CH:5]=[CH:6][CH:7]=1, predict the reactants needed to synthesize it. The reactants are: [F:1][C:2]1[CH:3]=[C:4]([C:8]2[CH:12]=[C:11]([NH:13][C:14](=[O:40])[O:15][CH2:16][C@@H:17]([N:26]([CH3:39])[C:27]([NH:29][CH2:30][C:31]3[CH:36]=[CH:35][CH:34]=[C:33]([F:37])[C:32]=3[Cl:38])=[O:28])[CH2:18][C:19]([F:25])([F:24])[CH2:20][N:21]=[N+]=[N-])[O:10][N:9]=2)[CH:5]=[CH:6][CH:7]=1.[H][H]. (3) Given the product [Cl:11][C:7]1[C:8]2=[CH:9][N:22]([CH:19]([CH3:21])[CH3:20])[CH:2]=[C:3]2[C:4]([Cl:12])=[N:5][N:6]=1, predict the reactants needed to synthesize it. The reactants are: Br[CH2:2][C:3]1[C:8]([CH2:9]Br)=[C:7]([Cl:11])[N:6]=[N:5][C:4]=1[Cl:12].C(=O)([O-])[O-].[Na+].[Na+].[CH:19]([NH2:22])([CH3:21])[CH3:20].CCCCCCC. (4) Given the product [CH3:21][C:19]1[S:20][C:16]([CH2:15][NH:6][C:5]2[CH:7]=[CH:8][C:9]([C:10]3[O:14][CH:13]=[N:12][CH:11]=3)=[C:3]([O:2][CH3:1])[CH:4]=2)=[CH:17][CH:18]=1, predict the reactants needed to synthesize it. The reactants are: [CH3:1][O:2][C:3]1[CH:4]=[C:5]([CH:7]=[CH:8][C:9]=1[C:10]1[O:14][CH:13]=[N:12][CH:11]=1)[NH2:6].[CH3:15][C:16]1[S:20][C:19]([CH:21]=O)=[CH:18][CH:17]=1. (5) Given the product [Br:13][CH2:11][C:10]([C:3]1[C:2]([Cl:1])=[CH:7][C:6]([O:8][CH3:9])=[CH:5][N:4]=1)=[O:12], predict the reactants needed to synthesize it. The reactants are: [Cl:1][C:2]1[C:3]([C:10](=[O:12])[CH3:11])=[N:4][CH:5]=[C:6]([O:8][CH3:9])[CH:7]=1.[Br-:13].[Br-].[Br-].C[N+](C)(C)C1C=CC=CC=1.C[N+](C1C=CC=CC=1)(C)C.C[N+](C1C=CC=CC=1)(C)C.